This data is from Catalyst prediction with 721,799 reactions and 888 catalyst types from USPTO. The task is: Predict which catalyst facilitates the given reaction. (1) The catalyst class is: 2. Reactant: [CH3:1][C:2]1[C:3]([O:14][C@H:15]2[CH2:19][CH2:18][N:17](C(OC(C)(C)C)=O)[CH2:16]2)=[N:4][C:5]([C:8]2[NH:12][C:11](=[O:13])[NH:10][N:9]=2)=[CH:6][CH:7]=1.C(O)(C(F)(F)F)=O. Product: [CH3:1][C:2]1[CH:7]=[CH:6][C:5]([C:8]2[NH:12][C:11](=[O:13])[NH:10][N:9]=2)=[N:4][C:3]=1[O:14][C@H:15]1[CH2:19][CH2:18][NH:17][CH2:16]1. (2) Reactant: [CH2:1]([OH:6])[C@H:2]([OH:5])[CH:3]=[CH2:4].N1C=CN=C1.[C:12]([Si:16](Cl)([C:23]1[CH:28]=[CH:27][CH:26]=[CH:25][CH:24]=1)[C:17]1[CH:22]=[CH:21][CH:20]=[CH:19][CH:18]=1)([CH3:15])([CH3:14])[CH3:13]. Product: [Si:16]([O:6][CH2:1][C@H:2]([OH:5])[CH:3]=[CH2:4])([C:12]([CH3:15])([CH3:14])[CH3:13])([C:23]1[CH:24]=[CH:25][CH:26]=[CH:27][CH:28]=1)[C:17]1[CH:22]=[CH:21][CH:20]=[CH:19][CH:18]=1. The catalyst class is: 2.